Dataset: Full USPTO retrosynthesis dataset with 1.9M reactions from patents (1976-2016). Task: Predict the reactants needed to synthesize the given product. (1) Given the product [C:1]([O:5][C:6]([N:8]1[C@@H:12]([CH2:13][CH2:14][O:15][CH2:20][C:21]2[CH:26]=[CH:25][CH:24]=[CH:23][CH:22]=2)[CH2:11][O:10][C:9]1([CH3:17])[CH3:16])=[O:7])([CH3:4])([CH3:3])[CH3:2], predict the reactants needed to synthesize it. The reactants are: [C:1]([O:5][C:6]([N:8]1[C@@H:12]([CH2:13][CH2:14][OH:15])[CH2:11][O:10][C:9]1([CH3:17])[CH3:16])=[O:7])([CH3:4])([CH3:3])[CH3:2].[H-].[Na+].[CH2:20](Br)[C:21]1[CH:26]=[CH:25][CH:24]=[CH:23][CH:22]=1. (2) Given the product [F:19][C:16]1[CH:17]=[N:18][C:11]2[N:10]([C:20]3[CH:21]=[C:22]([C:26]4[CH:27]=[CH:28][C:29]([CH2:32][N:33]5[CH2:39][CH2:38][CH2:37][N:36]([CH3:40])[CH2:35][CH2:34]5)=[CH:30][CH:31]=4)[CH:23]=[CH:24][CH:25]=3)[C:9](=[O:41])[N:8]([C@@H:5]3[CH2:6][CH2:7][C@H:2]([NH:1][C:51]([C@@H:50]([NH:49][C:47](=[O:48])[O:46][C:42]([CH3:43])([CH3:45])[CH3:44])[CH:54]([CH3:56])[CH3:55])=[O:52])[CH2:3][CH2:4]3)[C:13](=[O:14])[C:12]=2[CH:15]=1, predict the reactants needed to synthesize it. The reactants are: [NH2:1][C@@H:2]1[CH2:7][CH2:6][C@H:5]([N:8]2[C:13](=[O:14])[C:12]3[CH:15]=[C:16]([F:19])[CH:17]=[N:18][C:11]=3[N:10]([C:20]3[CH:21]=[C:22]([C:26]4[CH:31]=[CH:30][C:29]([CH2:32][N:33]5[CH2:39][CH2:38][CH2:37][N:36]([CH3:40])[CH2:35][CH2:34]5)=[CH:28][CH:27]=4)[CH:23]=[CH:24][CH:25]=3)[C:9]2=[O:41])[CH2:4][CH2:3]1.[C:42]([O:46][C:47]([NH:49][C@@H:50]([CH:54]([CH3:56])[CH3:55])[C:51](O)=[O:52])=[O:48])([CH3:45])([CH3:44])[CH3:43]. (3) Given the product [Br:1][C:2]1[CH:7]=[CH:6][C:5]([C@@H:8]([N:10]2[CH2:14][C:13]([CH2:21][CH2:22][C:23]([OH:28])=[O:24])([C:15]3[CH:20]=[CH:19][CH:18]=[CH:17][CH:16]=3)[O:12][C:11]2=[O:25])[CH3:9])=[CH:4][CH:3]=1, predict the reactants needed to synthesize it. The reactants are: [Br:1][C:2]1[CH:7]=[CH:6][C:5]([C@@H:8]([N:10]2[CH2:14][C:13]([CH2:21][CH2:22][CH2:23][OH:24])([C:15]3[CH:20]=[CH:19][CH:18]=[CH:17][CH:16]=3)[O:12][C:11]2=[O:25])[CH3:9])=[CH:4][CH:3]=1.CC(C)=[O:28].OS(O)(=O)=O.O=[Cr](=O)=O. (4) Given the product [CH2:1]([C:8]1[O:12][C:11]([C@H:13]([CH2:26][CH2:27][CH2:28][CH2:29][CH3:30])[CH2:14][N:15]([OH:18])[CH:16]=[O:17])=[N:10][N:9]=1)[C:2]1[CH:7]=[CH:6][CH:5]=[CH:4][CH:3]=1, predict the reactants needed to synthesize it. The reactants are: [CH2:1]([C:8]1[O:12][C:11]([C@H:13]([CH2:26][CH2:27][CH2:28][CH2:29][CH3:30])[CH2:14][N:15]([O:18]CC2C=CC=CC=2)[CH:16]=[O:17])=[N:10][N:9]=1)[C:2]1[CH:7]=[CH:6][CH:5]=[CH:4][CH:3]=1. (5) Given the product [CH3:25][C:22]1[CH:21]=[CH:20][C:19]([CH2:18][N:13]2[CH:14]=[C:10]([C:9]#[C:8][C:6]3[CH:5]=[CH:4][N:3]=[C:2]([CH3:1])[CH:7]=3)[N:11]=[C:12]2[CH3:15])=[CH:24][N:23]=1, predict the reactants needed to synthesize it. The reactants are: [CH3:1][C:2]1[CH:7]=[C:6]([C:8]#[C:9][C:10]2[N:11]=[C:12]([CH3:15])[NH:13][CH:14]=2)[CH:5]=[CH:4][N:3]=1.Cl.Cl[CH2:18][C:19]1[CH:20]=[CH:21][C:22]([CH3:25])=[N:23][CH:24]=1. (6) The reactants are: [CH3:1][O:2][C:3]1[CH:4]=[C:5]([C:15]2[O:16][C:17]3[CH:23]=[CH:22][CH:21]=[CH:20][C:18]=3[N:19]=2)[CH:6]=[CH:7][C:8]=1[CH2:9][N:10]1[CH2:14][CH2:13][CH2:12][CH2:11]1.Br[CH2:25]C1C=CC(C2OC3C=CC=CC=3N=2)=CC=1OC.N1CCCCC1.C(N(CC)CC)C. Given the product [CH3:1][O:2][C:3]1[CH:4]=[C:5]([C:15]2[O:16][C:17]3[CH:23]=[CH:22][CH:21]=[CH:20][C:18]=3[N:19]=2)[CH:6]=[CH:7][C:8]=1[CH2:9][N:10]1[CH2:11][CH2:12][CH2:13][CH2:14][CH2:25]1, predict the reactants needed to synthesize it. (7) Given the product [CH3:1][C@H:2]1[C:9]([S:10][C@@H:11]2[CH2:15][NH:14][C@H:13]([C:16]([N:18]([CH3:19])[CH3:20])=[O:17])[CH2:12]2)=[C:8]([C:21]([OH:23])=[O:22])[N:7]2[C@H:3]1[C@@H:4]([C@H:24]([OH:26])[CH3:25])[C:5]2=[O:6].[OH2:29].[OH2:6].[OH2:6], predict the reactants needed to synthesize it. The reactants are: [CH3:1][C@H:2]1[C:9]([S:10][C@@H:11]2[CH2:15][NH:14][C@H:13]([C:16]([N:18]([CH3:20])[CH3:19])=[O:17])[CH2:12]2)=[C:8]([C:21]([OH:23])=[O:22])[N:7]2[C@H:3]1[C@@H:4]([C@H:24]([OH:26])[CH3:25])[C:5]2=[O:6].C1N(CCCS(O)(=O)=O)CC[O:29]C1.[H][H]. (8) Given the product [F:1][C:2]1[C:11]2[O:10][CH2:9][C:8](=[O:12])[NH:7][C:6]=2[CH:5]=[C:4]([C:13]2[CH:16]([C:17]3[CH:22]=[CH:21][C:20]([F:23])=[CH:19][CH:18]=3)[S:29][C:25]3=[N:24][CH2:28][CH2:27][N:26]3[CH:14]=2)[CH:3]=1, predict the reactants needed to synthesize it. The reactants are: [F:1][C:2]1[C:11]2[O:10][CH2:9][C:8](=[O:12])[NH:7][C:6]=2[CH:5]=[C:4]([C:13](=[CH:16][C:17]2[CH:22]=[CH:21][C:20]([F:23])=[CH:19][CH:18]=2)[CH:14]=O)[CH:3]=1.[NH:24]1[CH2:28][CH2:27][NH:26][C:25]1=[S:29].C1COCC1.CCOC(C)=O. (9) Given the product [CH3:28][S:24]([C:3]1[N:8]=[C:7]([NH:9][C:10]2[NH:11][N:12]=[C:13]([CH3:15])[CH:14]=2)[CH:6]=[C:5]([N:16]2[CH2:21][CH2:20][O:19][CH2:18][CH2:17]2)[N:4]=1)(=[O:26])=[O:23], predict the reactants needed to synthesize it. The reactants are: CS[C:3]1[N:8]=[C:7]([NH:9][C:10]2[NH:11][N:12]=[C:13]([CH3:15])[CH:14]=2)[CH:6]=[C:5]([N:16]2[CH2:21][CH2:20][O:19][CH2:18][CH2:17]2)[N:4]=1.O[O:23][S:24]([O-:26])=O.[K+].[CH3:28]O. (10) The reactants are: C[O-].[Na+].[C:4]([C:6]1[CH:7]=[C:8]([C:12]2[CH:13]=[N:14][C:15]([NH:27][C:28]([NH:30][CH2:31][CH3:32])=[O:29])=[CH:16][C:17]=2[C:18]2[S:19][CH:20]=[C:21]([C:23]([F:26])([F:25])[F:24])[N:22]=2)[CH:9]=[N:10][CH:11]=1)#[N:5].CO[CH:35](OC)[CH2:36][NH2:37].C(O)(=O)C.Cl. Given the product [NH:5]1[CH:35]=[CH:36][N:37]=[C:4]1[C:6]1[CH:7]=[C:8]([C:12]2[CH:13]=[N:14][C:15]([NH:27][C:28]([NH:30][CH2:31][CH3:32])=[O:29])=[CH:16][C:17]=2[C:18]2[S:19][CH:20]=[C:21]([C:23]([F:25])([F:24])[F:26])[N:22]=2)[CH:9]=[N:10][CH:11]=1, predict the reactants needed to synthesize it.